Dataset: Forward reaction prediction with 1.9M reactions from USPTO patents (1976-2016). Task: Predict the product of the given reaction. (1) Given the reactants [C:1]([O:5][C:6]([N:8]1[CH2:13][CH2:12][C:11]2[NH:14][N:15]=[C:16]([C:17]3[CH:22]=[CH:21][C:20]([Cl:23])=[C:19]([CH3:24])[CH:18]=3)[C:10]=2[CH2:9]1)=[O:7])([CH3:4])([CH3:3])[CH3:2].[CH2:25]([CH:27]1[O:29][CH2:28]1)Cl.C(=O)([O-])[O-].[Cs+].[Cs+], predict the reaction product. The product is: [C:1]([O:5][C:6]([N:8]1[CH2:13][CH2:12][C:11]2[N:14]([CH2:25][CH:27]3[CH2:28][O:29]3)[N:15]=[C:16]([C:17]3[CH:22]=[CH:21][C:20]([Cl:23])=[C:19]([CH3:24])[CH:18]=3)[C:10]=2[CH2:9]1)=[O:7])([CH3:4])([CH3:3])[CH3:2]. (2) Given the reactants [NH:1]1[C:9]2[C:4](=[CH:5][CH:6]=[CH:7][N:8]=2)[CH:3]=[CH:2]1.CCN(C(C)C)C(C)C.Cl[C:20]1[N:25]=[CH:24][N:23]=[C:22]([NH:26][C:27]2[CH:32]=[CH:31][C:30]([O:33][C:34]([F:37])([F:36])[F:35])=[CH:29][CH:28]=2)[CH:21]=1, predict the reaction product. The product is: [N:1]1([C:20]2[N:25]=[CH:24][N:23]=[C:22]([NH:26][C:27]3[CH:28]=[CH:29][C:30]([O:33][C:34]([F:35])([F:36])[F:37])=[CH:31][CH:32]=3)[CH:21]=2)[C:9]2=[N:8][CH:7]=[CH:6][CH:5]=[C:4]2[CH:3]=[CH:2]1. (3) Given the reactants Cl[C:2]1[N:7]=[C:6]([NH:8][C:9]2[N:14]=[CH:13][C:12]3[N:15]=[CH:16][N:17]([CH:18]([CH3:20])[CH3:19])[C:11]=3[CH:10]=2)[CH:5]=[CH:4][N:3]=1.[CH:21]([O:24][CH:25]1[CH2:30][CH2:29][NH:28][CH2:27][CH2:26]1)([CH3:23])[CH3:22].CCN(C(C)C)C(C)C, predict the reaction product. The product is: [CH:21]([O:24][CH:25]1[CH2:30][CH2:29][N:28]([C:2]2[N:7]=[C:6]([NH:8][C:9]3[N:14]=[CH:13][C:12]4[N:15]=[CH:16][N:17]([CH:18]([CH3:20])[CH3:19])[C:11]=4[CH:10]=3)[CH:5]=[CH:4][N:3]=2)[CH2:27][CH2:26]1)([CH3:23])[CH3:22]. (4) Given the reactants [NH2:1][C:2]1[N:3]=[CH:4][C:5]2[CH2:11][N:10]([C:12]3[CH:13]=[C:14]([CH:18]=[CH:19][CH:20]=3)[C:15](O)=[O:16])[CH2:9][CH2:8][C:6]=2[N:7]=1.[CH2:21]([C:24]1[CH:30]=[CH:29][C:27]([NH2:28])=[CH:26][CH:25]=1)[CH2:22][CH3:23].C(N(CC)C(C)C)(C)C.CCOC(C(C#N)=NOC(N1CCOCC1)=[N+](C)C)=O.F[P-](F)(F)(F)(F)F, predict the reaction product. The product is: [NH2:1][C:2]1[N:3]=[CH:4][C:5]2[CH2:11][N:10]([C:12]3[CH:13]=[C:14]([CH:18]=[CH:19][CH:20]=3)[C:15]([NH:28][C:27]3[CH:29]=[CH:30][C:24]([CH2:21][CH2:22][CH3:23])=[CH:25][CH:26]=3)=[O:16])[CH2:9][CH2:8][C:6]=2[N:7]=1. (5) Given the reactants [N:1]([CH2:4][C@H:5]1[CH2:9][CH2:8][C:7](=[O:10])[N:6]1[C:11]1[CH:41]=[C:40]([F:42])[CH:39]=[CH:38][C:12]=1[CH2:13][NH:14][C:15]([C:17]1[N:18]=[C:19]2[N:24]([C:25](=[O:35])[C:26]=1[O:27]CC1C=CC=CC=1)[CH2:23][CH2:22][O:21][C:20]2([CH3:37])[CH3:36])=[O:16])=[N+]=[N-], predict the reaction product. The product is: [NH2:1][CH2:4][C@H:5]1[CH2:9][CH2:8][C:7](=[O:10])[N:6]1[C:11]1[CH:41]=[C:40]([F:42])[CH:39]=[CH:38][C:12]=1[CH2:13][NH:14][C:15]([C:17]1[N:18]=[C:19]2[N:24]([C:25](=[O:35])[C:26]=1[OH:27])[CH2:23][CH2:22][O:21][C:20]2([CH3:37])[CH3:36])=[O:16]. (6) Given the reactants [C:1]([O:5][C:6]([N:8]1[CH2:13][CH2:12][C:11](=O)[CH2:10][CH2:9]1)=[O:7])([CH3:4])([CH3:3])[CH3:2].[CH2:15]([NH2:17])[CH3:16].[CH3:18][O:19][C:20]1[CH:25]=[CH:24][C:23]([S:26](Cl)(=[O:28])=[O:27])=[CH:22][CH:21]=1, predict the reaction product. The product is: [C:1]([O:5][C:6]([N:8]1[CH2:13][CH2:12][CH:11]([N:17]([CH2:15][CH3:16])[S:26]([C:23]2[CH:22]=[CH:21][C:20]([O:19][CH3:18])=[CH:25][CH:24]=2)(=[O:28])=[O:27])[CH2:10][CH2:9]1)=[O:7])([CH3:4])([CH3:3])[CH3:2].